Dataset: NCI-60 drug combinations with 297,098 pairs across 59 cell lines. Task: Regression. Given two drug SMILES strings and cell line genomic features, predict the synergy score measuring deviation from expected non-interaction effect. (1) Drug 1: C1=CC(=CC=C1CCC2=CNC3=C2C(=O)NC(=N3)N)C(=O)NC(CCC(=O)O)C(=O)O. Drug 2: CC1=C(C(CCC1)(C)C)C=CC(=CC=CC(=CC(=O)O)C)C. Cell line: SF-539. Synergy scores: CSS=48.6, Synergy_ZIP=8.45, Synergy_Bliss=5.53, Synergy_Loewe=5.87, Synergy_HSA=9.33. (2) Drug 1: CC1CC2CCC3C(=C)CC(O3)CCC45CC6C(O4)C7C(O6)C(O5)C8C(O7)CCC(O8)CC(=O)CC9C(CC(C1=C)O2)OC(C9OC)CC(CN)O.CS(=O)(=O)O. Drug 2: CC1C(C(CC(O1)OC2CC(CC3=C2C(=C4C(=C3O)C(=O)C5=C(C4=O)C(=CC=C5)OC)O)(C(=O)CO)O)N)O.Cl. Cell line: MOLT-4. Synergy scores: CSS=47.4, Synergy_ZIP=-6.05, Synergy_Bliss=-10.6, Synergy_Loewe=-7.77, Synergy_HSA=-6.53. (3) Drug 1: CC(C)NC(=O)C1=CC=C(C=C1)CNNC.Cl. Drug 2: C(CCl)NC(=O)N(CCCl)N=O. Cell line: SK-MEL-2. Synergy scores: CSS=-10.3, Synergy_ZIP=5.96, Synergy_Bliss=-0.458, Synergy_Loewe=-20.8, Synergy_HSA=-14.5. (4) Drug 1: CCCS(=O)(=O)NC1=C(C(=C(C=C1)F)C(=O)C2=CNC3=C2C=C(C=N3)C4=CC=C(C=C4)Cl)F. Drug 2: C1=C(C(=O)NC(=O)N1)F. Cell line: NCI-H460. Synergy scores: CSS=47.1, Synergy_ZIP=-2.26, Synergy_Bliss=-7.89, Synergy_Loewe=-15.8, Synergy_HSA=-8.53.